This data is from Catalyst prediction with 721,799 reactions and 888 catalyst types from USPTO. The task is: Predict which catalyst facilitates the given reaction. (1) Reactant: [CH3:1][CH:2]([CH3:31])[CH2:3][CH:4]([NH:20][C:21]1[CH:30]=[CH:29][C:24]([C:25]([O:27]C)=[O:26])=[CH:23][N:22]=1)[C:5]1[CH:10]=[CH:9][C:8]([N:11]2[CH:15]=[C:14]([C:16]([F:19])([F:18])[F:17])[CH:13]=[N:12]2)=[CH:7][CH:6]=1.[OH-].[Li+].Cl. Product: [CH3:1][CH:2]([CH3:31])[CH2:3][CH:4]([NH:20][C:21]1[CH:30]=[CH:29][C:24]([C:25]([OH:27])=[O:26])=[CH:23][N:22]=1)[C:5]1[CH:6]=[CH:7][C:8]([N:11]2[CH:15]=[C:14]([C:16]([F:18])([F:17])[F:19])[CH:13]=[N:12]2)=[CH:9][CH:10]=1. The catalyst class is: 7. (2) Reactant: [OH:1][CH:2]([C:6]1[CH:7]=[C:8]2[C:31](=[CH:32][CH:33]=1)[C:12]1=[N:13][O:14][C:15]([C:16]3[C:20]([C:21]([F:24])([F:23])[F:22])=[C:19]([C:25]4[CH:30]=[CH:29][CH:28]=[CH:27][CH:26]=4)[O:18][N:17]=3)=[C:11]1[CH2:10][CH2:9]2)[C:3]([OH:5])=[O:4].[CH3:34][Si](C=[N+]=[N-])(C)C.CC(O)=O. Product: [OH:1][CH:2]([C:6]1[CH:7]=[C:8]2[C:31](=[CH:32][CH:33]=1)[C:12]1=[N:13][O:14][C:15]([C:16]3[C:20]([C:21]([F:22])([F:23])[F:24])=[C:19]([C:25]4[CH:26]=[CH:27][CH:28]=[CH:29][CH:30]=4)[O:18][N:17]=3)=[C:11]1[CH2:10][CH2:9]2)[C:3]([O:5][CH3:34])=[O:4]. The catalyst class is: 98.